From a dataset of Forward reaction prediction with 1.9M reactions from USPTO patents (1976-2016). Predict the product of the given reaction. (1) Given the reactants Cl[CH2:2][C:3]1[N:4]=[C:5]([C:8]2[CH:13]=[CH:12][C:11]([O:14][CH3:15])=[CH:10][CH:9]=2)[O:6][CH:7]=1.[NH:16]1[CH:20]=[CH:19][N:18]=[N:17]1.[I-].[K+].[OH-].[Na+], predict the reaction product. The product is: [CH3:15][O:14][C:11]1[CH:12]=[CH:13][C:8]([C:5]2[O:6][CH:7]=[C:3]([CH2:2][N:16]3[CH:20]=[CH:19][N:18]=[N:17]3)[N:4]=2)=[CH:9][CH:10]=1. (2) Given the reactants [NH:1]1[CH2:5][CH2:4][C@@H:3]([O:6][C:7]2[CH:12]=[CH:11][C:10]([C:13]3[C:14]4[N:15]([N:19]=[C:20]([NH:22][C:23]([CH:25]5[CH2:27][CH2:26]5)=[O:24])[CH:21]=4)[CH:16]=[CH:17][CH:18]=3)=[CH:9][CH:8]=2)[CH2:2]1.C(N(CC)CC)C.[CH3:35][S:36](Cl)(=[O:38])=[O:37], predict the reaction product. The product is: [CH3:35][S:36]([N:1]1[CH2:5][CH2:4][C@@H:3]([O:6][C:7]2[CH:8]=[CH:9][C:10]([C:13]3[C:14]4[N:15]([N:19]=[C:20]([NH:22][C:23]([CH:25]5[CH2:26][CH2:27]5)=[O:24])[CH:21]=4)[CH:16]=[CH:17][CH:18]=3)=[CH:11][CH:12]=2)[CH2:2]1)(=[O:38])=[O:37]. (3) Given the reactants [F:1][C:2]1[CH:3]=[CH:4][CH:5]=[C:6]2[C:11]=1[N:10]=[C:9]([C:12]([NH:14][C@H:15]1[CH2:20][CH2:19][CH2:18][CH2:17][C@@H:16]1[OH:21])=[O:13])[CH:8]=[C:7]2[CH:22]=O.Cl.Cl.[Cl:26][C:27]1[CH:32]=[CH:31][N:30]=[C:29]([C:33]2([F:39])[CH2:38][CH2:37][NH:36][CH2:35][CH2:34]2)[CH:28]=1.C(O)(=O)C.C([BH3-])#N, predict the reaction product. The product is: [Cl:26][C:27]1[CH:32]=[CH:31][N:30]=[C:29]([C:33]2([F:39])[CH2:34][CH2:35][N:36]([CH2:22][C:7]3[C:6]4[C:11](=[C:2]([F:1])[CH:3]=[CH:4][CH:5]=4)[N:10]=[C:9]([C:12]([NH:14][C@H:15]4[CH2:20][CH2:19][CH2:18][CH2:17][C@@H:16]4[OH:21])=[O:13])[CH:8]=3)[CH2:37][CH2:38]2)[CH:28]=1. (4) Given the reactants [CH3:1][C:2]([NH:20][S:21]([C:24]1[CH:29]=[CH:28][CH:27]=[CH:26][CH:25]=1)(=[O:23])=[O:22])([CH3:19])[C:3]([NH:5][CH:6]1[CH:13]2[CH2:14][C:9]3([C:16]([O-:18])=[O:17])[CH2:10][CH:11]([CH2:15][CH:7]1[CH2:8]3)[CH2:12]2)=[O:4].C1COCC1.CO.O[Li].O, predict the reaction product. The product is: [CH3:19][C:2]([NH:20][S:21]([C:24]1[CH:25]=[CH:26][CH:27]=[CH:28][CH:29]=1)(=[O:23])=[O:22])([CH3:1])[C:3]([NH:5][CH:6]1[CH:13]2[CH2:14][C:9]3([C:16]([OH:18])=[O:17])[CH2:10][CH:11]([CH2:15][CH:7]1[CH2:8]3)[CH2:12]2)=[O:4].